Dataset: Forward reaction prediction with 1.9M reactions from USPTO patents (1976-2016). Task: Predict the product of the given reaction. (1) Given the reactants [CH2:1]([OH:9])[CH2:2][CH2:3][CH2:4][CH2:5][CH:6]([OH:8])[CH3:7].N1C=CN=C1.[Si:15](Cl)([C:18]([CH3:21])([CH3:20])[CH3:19])([CH3:17])[CH3:16].C([O-])(O)=O.[Na+], predict the reaction product. The product is: [Si:15]([O:9][CH2:1][CH2:2][CH2:3][CH2:4][CH2:5][CH:6]([OH:8])[CH3:7])([C:18]([CH3:21])([CH3:20])[CH3:19])([CH3:17])[CH3:16]. (2) Given the reactants [Br:1][C:2]1[C:6]2[CH:7]=[N:8][CH:9]=[CH:10][C:5]=2[NH:4][N:3]=1.[H-].[Na+].[C:13](Cl)([C:26]1[CH:31]=[CH:30][CH:29]=[CH:28][CH:27]=1)([C:20]1[CH:25]=[CH:24][CH:23]=[CH:22][CH:21]=1)[C:14]1[CH:19]=[CH:18][CH:17]=[CH:16][CH:15]=1, predict the reaction product. The product is: [Br:1][C:2]1[C:6]2[CH:7]=[N:8][CH:9]=[CH:10][C:5]=2[N:4]([C:13]([C:14]2[CH:19]=[CH:18][CH:17]=[CH:16][CH:15]=2)([C:26]2[CH:27]=[CH:28][CH:29]=[CH:30][CH:31]=2)[C:20]2[CH:21]=[CH:22][CH:23]=[CH:24][CH:25]=2)[N:3]=1. (3) Given the reactants [CH2:1]([O:19][C:20]1[CH:21]=[C:22]([CH2:45][CH2:46][OH:47])[CH:23]=[C:24]([O:26][CH2:27][CH2:28][CH2:29][CH2:30][CH2:31][CH2:32][CH2:33][CH2:34]/[CH:35]=[CH:36]\[CH2:37]/[CH:38]=[CH:39]\[CH2:40][CH2:41][CH2:42][CH2:43][CH3:44])[CH:25]=1)[CH2:2][CH2:3][CH2:4][CH2:5][CH2:6][CH2:7][CH2:8]/[CH:9]=[CH:10]\[CH2:11]/[CH:12]=[CH:13]\[CH2:14][CH2:15][CH2:16][CH2:17][CH3:18].Cl.[CH3:49][N:50]([CH3:56])[CH2:51][CH2:52][C:53](O)=[O:54].CN(C(ON1N=NC2C=CC=NC1=2)=[N+](C)C)C.F[P-](F)(F)(F)(F)F.O, predict the reaction product. The product is: [CH3:49][N:50]([CH3:56])[CH2:51][CH2:52][C:53]([O:47][CH2:46][CH2:45][C:22]1[CH:21]=[C:20]([O:19][CH2:1][CH2:2][CH2:3][CH2:4][CH2:5][CH2:6][CH2:7][CH2:8]/[CH:9]=[CH:10]\[CH2:11]/[CH:12]=[CH:13]\[CH2:14][CH2:15][CH2:16][CH2:17][CH3:18])[CH:25]=[C:24]([O:26][CH2:27][CH2:28][CH2:29][CH2:30][CH2:31][CH2:32][CH2:33][CH2:34]/[CH:35]=[CH:36]\[CH2:37]/[CH:38]=[CH:39]\[CH2:40][CH2:41][CH2:42][CH2:43][CH3:44])[CH:23]=1)=[O:54].